Dataset: Full USPTO retrosynthesis dataset with 1.9M reactions from patents (1976-2016). Task: Predict the reactants needed to synthesize the given product. (1) Given the product [CH3:24][C:19]1([CH3:25])[C:20]([CH3:23])([CH3:22])[O:21][B:17]([C:2]2[CH:10]=[C:9]3[C:5]([CH2:6][CH2:7][C:8]3=[O:11])=[CH:4][CH:3]=2)[O:18]1, predict the reactants needed to synthesize it. The reactants are: Br[C:2]1[CH:10]=[C:9]2[C:5]([CH2:6][CH2:7][C:8]2=[O:11])=[CH:4][CH:3]=1.C([O-])(=O)C.[K+].[B:17]1([B:17]2[O:21][C:20]([CH3:23])([CH3:22])[C:19]([CH3:25])([CH3:24])[O:18]2)[O:21][C:20]([CH3:23])([CH3:22])[C:19]([CH3:25])([CH3:24])[O:18]1.O. (2) Given the product [Cl:23][C:24]1[N:29]=[C:28]([CH:30]=[O:31])[C:27]([O:32][CH2:33][CH3:34])=[C:26]([N:35]2[CH2:40][CH2:39][O:38][CH2:37][CH2:36]2)[N:25]=1, predict the reactants needed to synthesize it. The reactants are: CC(OI1(OC(C)=O)(OC(C)=O)OC(=O)C2C=CC=CC1=2)=O.[Cl:23][C:24]1[N:29]=[C:28]([CH2:30][OH:31])[C:27]([O:32][CH2:33][CH3:34])=[C:26]([N:35]2[CH2:40][CH2:39][O:38][CH2:37][CH2:36]2)[N:25]=1. (3) Given the product [F:23][C:22]1[C:16]2[O:15][CH2:14][CH:13]([CH2:12][N:27]([CH2:28][CH3:29])[CH2:25][CH3:26])[O:18][C:17]=2[CH:19]=[C:20]([F:24])[CH:21]=1, predict the reactants needed to synthesize it. The reactants are: CC1C=CC(S(O[CH2:12][CH:13]2[O:18][C:17]3[CH:19]=[C:20]([F:24])[CH:21]=[C:22]([F:23])[C:16]=3[O:15][CH2:14]2)(=O)=O)=CC=1.[CH2:25]([NH:27][CH2:28][CH3:29])[CH3:26]. (4) Given the product [NH2:1][C:4]1[C:17]2[C:16]3[C:11](=[C:12]4[CH:21]=[C:20]5[O:22][CH2:23][O:24][C:19]5=[CH:18][C:13]4=[N:14][CH:15]=3)[N:10]([CH2:25][CH2:26][N:27]([CH3:28])[CH3:29])[C:9](=[O:30])[C:8]=2[CH:7]=[CH:6][CH:5]=1, predict the reactants needed to synthesize it. The reactants are: [N+:1]([C:4]1[C:17]2[C:16]3[C:11](=[C:12]4[CH:21]=[C:20]5[O:22][CH2:23][O:24][C:19]5=[CH:18][C:13]4=[N:14][CH:15]=3)[N:10]([CH2:25][CH2:26][N:27]([CH3:29])[CH3:28])[C:9](=[O:30])[C:8]=2[CH:7]=[CH:6][CH:5]=1)([O-])=O.O.NN.